The task is: Predict the reaction yield, written as a fraction of the theoretical maximum amount of product (1.0 means a 100% yield; for example, 0.34 means a 34% yield).. This data is from Reaction yield outcomes from USPTO patents with 853,638 reactions. The reactants are [CH3:1][N:2]1[CH2:15][CH2:14][C:5]2[NH:6][C:7]3[CH:8]=[CH:9][C:10]([CH3:13])=[CH:11][C:12]=3[C:4]=2[CH2:3]1.[OH-].[K+].[CH2:18]([C:21]1[CH:26]=[CH:25][C:24]([CH:27]=[CH2:28])=[CH:23][N:22]=1)[CH2:19][CH3:20]. The catalyst is CN1CCCC1=O.O. The product is [CH3:1][N:2]1[CH2:15][CH2:14][C:5]2[N:6]([CH2:28][CH2:27][C:24]3[CH:23]=[N:22][C:21]([CH2:18][CH2:19][CH3:20])=[CH:26][CH:25]=3)[C:7]3[CH:8]=[CH:9][C:10]([CH3:13])=[CH:11][C:12]=3[C:4]=2[CH2:3]1. The yield is 0.0900.